This data is from Full USPTO retrosynthesis dataset with 1.9M reactions from patents (1976-2016). The task is: Predict the reactants needed to synthesize the given product. (1) Given the product [CH2:47]([O:54][C:55]([N:57]1[CH2:62][CH2:61][CH:60]([O:45][C:41]2[CH:42]=[CH:43][CH:44]=[C:39]([NH:38][C:37]([O:36][C:32]([CH3:35])([CH3:33])[CH3:34])=[O:46])[CH:40]=2)[CH2:59][CH2:58]1)=[O:56])[C:48]1[CH:49]=[CH:50][CH:51]=[CH:52][CH:53]=1, predict the reactants needed to synthesize it. The reactants are: C1CCN(C(/N=N/C(N2CCCCC2)=O)=O)CC1.C(P(CCCC)CCCC)CCC.[C:32]([O:36][C:37](=[O:46])[NH:38][C:39]1[CH:44]=[CH:43][CH:42]=[C:41]([OH:45])[CH:40]=1)([CH3:35])([CH3:34])[CH3:33].[CH2:47]([O:54][C:55]([N:57]1[CH2:62][CH2:61][CH:60](O)[CH2:59][CH2:58]1)=[O:56])[C:48]1[CH:53]=[CH:52][CH:51]=[CH:50][CH:49]=1. (2) The reactants are: [CH3:1][O:2][C:3]1[CH:8]=[C:7]([N+:9]([O-])=O)[C:6]([N+:12]([O-])=O)=[CH:5][C:4]=1[O:15][CH3:16].[O:17]=[CH:18][C:19](OCC)=O. Given the product [CH3:1][O:2][C:3]1[CH:8]=[C:7]2[C:6](=[CH:5][C:4]=1[O:15][CH3:16])[NH:12][C:18](=[O:17])[CH:19]=[N:9]2, predict the reactants needed to synthesize it. (3) Given the product [CH3:12][O:11][C:3]1[CH:4]=[C:5]([N+:8]([O-:10])=[O:9])[CH:6]=[CH:7][C:2]=1[B:13]1[O:17][C:16]([CH3:19])([CH3:18])[C:15]([CH3:21])([CH3:20])[O:14]1, predict the reactants needed to synthesize it. The reactants are: Br[C:2]1[CH:7]=[CH:6][C:5]([N+:8]([O-:10])=[O:9])=[CH:4][C:3]=1[O:11][CH3:12].[B:13]1([B:13]2[O:17][C:16]([CH3:19])([CH3:18])[C:15]([CH3:21])([CH3:20])[O:14]2)[O:17][C:16]([CH3:19])([CH3:18])[C:15]([CH3:21])([CH3:20])[O:14]1.C([O-])(=O)C.[K+]. (4) Given the product [CH2:33]([NH:40][C:9](=[O:11])[C:8]1[CH:7]=[CH:6][C:5]([C:1]([CH3:2])([CH3:3])[CH3:4])=[CH:13][CH:12]=1)[C:34]1[CH:39]=[CH:38][CH:37]=[CH:36][CH:35]=1, predict the reactants needed to synthesize it. The reactants are: [C:1]([C:5]1[CH:13]=[CH:12][C:8]([C:9]([OH:11])=O)=[CH:7][CH:6]=1)([CH3:4])([CH3:3])[CH3:2].N12CCN(CC1)CC2.ClC1N=C(OC)N=C(OC)N=1.[CH2:33]([NH2:40])[C:34]1[CH:39]=[CH:38][CH:37]=[CH:36][CH:35]=1.C(O)(=O)CC(CC(O)=O)(C(O)=O)O.